Dataset: Reaction yield outcomes from USPTO patents with 853,638 reactions. Task: Predict the reaction yield, written as a fraction of the theoretical maximum amount of product (1.0 means a 100% yield; for example, 0.34 means a 34% yield). (1) The reactants are [C:1]([C:4]1[C:9](=[O:10])[C:8]([O:11][CH3:12])=[CH:7][N:6]([C:13]2[C:21]3[O:20][C:19]([F:23])([F:22])[O:18][C:17]=3[CH:16]=[CH:15][CH:14]=2)[N:5]=1)(=[O:3])[CH3:2].CO[CH:26](OC)[N:27]([CH3:29])[CH3:28]. No catalyst specified. The product is [F:23][C:19]1([F:22])[O:18][C:17]2[CH:16]=[CH:15][CH:14]=[C:13]([N:6]3[CH:7]=[C:8]([O:11][CH3:12])[C:9](=[O:10])[C:4]([C:1](=[O:3])[CH:2]=[CH:26][N:27]([CH3:29])[CH3:28])=[N:5]3)[C:21]=2[O:20]1. The yield is 0.740. (2) The reactants are Cl[C:2]1[C:7]([C:8]([F:11])([F:10])[F:9])=[CH:6][N:5]=[C:4]([NH:12][C:13]2[CH:18]=[CH:17][C:16]([P:19]([CH3:22])([CH3:21])=[O:20])=[CH:15][CH:14]=2)[N:3]=1.C(N(CC)CC)C.[CH3:30][N:31]1[CH2:36][CH2:35][NH:34][CH2:33][CH2:32]1. The catalyst is C(O)C. The product is [CH3:21][P:19]([C:16]1[CH:17]=[CH:18][C:13]([NH:12][C:4]2[N:3]=[C:2]([N:34]3[CH2:35][CH2:36][N:31]([CH3:30])[CH2:32][CH2:33]3)[C:7]([C:8]([F:11])([F:10])[F:9])=[CH:6][N:5]=2)=[CH:14][CH:15]=1)([CH3:22])=[O:20]. The yield is 0.790. (3) The product is [O:18]1[CH:16]([CH2:14][O:11][C:1]2[C:10]3[C:5](=[CH:6][CH:7]=[CH:8][CH:9]=3)[CH:4]=[CH:3][CH:2]=2)[CH2:17]1. The yield is 0.932. The reactants are [C:1]1([OH:11])[C:10]2[C:5](=[CH:6][CH:7]=[CH:8][CH:9]=2)[CH:4]=[CH:3][CH:2]=1.[OH-].[Na+].[CH2:14]([CH:16]1[O:18][CH2:17]1)Cl.C(O)C. The catalyst is O. (4) The catalyst is [C].[Pd].CO. The product is [NH2:8][C:9]1[N:10]=[CH:11][CH:12]=[C:13]2[CH:17]=[C:16]([C:18]([O:20][CH3:21])=[O:19])[NH:15][C:14]=12. The yield is 0.750. The reactants are C([NH:8][C:9]1[N:10]=[CH:11][CH:12]=[C:13]2[CH:17]=[C:16]([C:18]([O:20][CH3:21])=[O:19])[NH:15][C:14]=12)C1C=CC=CC=1.C([O-])=O.[NH4+]. (5) The reactants are [CH3:1][O:2][C:3](=[O:12])[C:4]1[CH:9]=[CH:8][C:7]([Br:10])=[CH:6][C:5]=1[CH3:11].C1C(=O)N([Br:20])C(=O)C1. The catalyst is C(Cl)(Cl)(Cl)Cl.C(OOC(=O)C1C=CC=CC=1)(=O)C1C=CC=CC=1. The product is [CH3:1][O:2][C:3](=[O:12])[C:4]1[CH:9]=[CH:8][C:7]([Br:10])=[CH:6][C:5]=1[CH2:11][Br:20]. The yield is 0.500.